Predict the reaction yield, written as a fraction of the theoretical maximum amount of product (1.0 means a 100% yield; for example, 0.34 means a 34% yield). From a dataset of Reaction yield outcomes from USPTO patents with 853,638 reactions. (1) The reactants are [C:1]([CH:5]1[CH2:13][C:12]2[C:7](=[CH:8][CH:9]=[C:10]([NH:14][C:15]([C:17]3([C:20]4[CH:30]=[CH:29][C:23]5[O:24][C:25]([F:28])([F:27])[O:26][C:22]=5[CH:21]=4)[CH2:19][CH2:18]3)=[O:16])[CH:11]=2)[N:6]1[CH2:31][CH2:32]Cl)([CH3:4])([CH3:3])[CH3:2].[C-:34]#[N:35].[Na+].O. The catalyst is CCO. The product is [C:1]([CH:5]1[CH2:13][C:12]2[C:7](=[CH:8][CH:9]=[C:10]([NH:14][C:15]([C:17]3([C:20]4[CH:30]=[CH:29][C:23]5[O:24][C:25]([F:28])([F:27])[O:26][C:22]=5[CH:21]=4)[CH2:19][CH2:18]3)=[O:16])[CH:11]=2)[N:6]1[CH2:31][CH2:32][C:34]#[N:35])([CH3:4])([CH3:3])[CH3:2]. The yield is 0.480. (2) The reactants are C(N(CC)CC)C.C(O[C@@H:12]1[C@H:18]2[C@H:19]3[C@H:28]([CH2:29][CH2:30][C@:15]2([CH2:16][CH3:17])[C:14](=[O:33])[CH2:13]1)[C@@H:27]1[C:22](=[CH:23][C:24](=[O:31])[CH2:25][CH2:26]1)[CH:21]([Cl:32])[CH2:20]3)(=O)C.O. The catalyst is C(O)C. The product is [Cl:32][CH:21]1[C:22]2[C@H:27]([CH2:26][CH2:25][C:24](=[O:31])[CH:23]=2)[C@@H:28]2[C@H:19]([C@H:18]3[C@@:15]([CH2:30][CH2:29]2)([CH2:16][CH3:17])[C:14](=[O:33])[CH:13]=[CH:12]3)[CH2:20]1. The yield is 0.620.